This data is from Full USPTO retrosynthesis dataset with 1.9M reactions from patents (1976-2016). The task is: Predict the reactants needed to synthesize the given product. (1) Given the product [OH:1][CH:2]([C:8]1[S:9][CH:10]=[CH:11][CH:12]=1)[C:3]([OH:5])=[O:4], predict the reactants needed to synthesize it. The reactants are: [OH:1][CH:2]([C:8]1[S:9][CH:10]=[CH:11][CH:12]=1)[C:3]([O:5]CC)=[O:4].[OH-].[K+].Cl. (2) Given the product [C:1]([O:5][C:6](=[O:23])[C:7]([CH3:9])([NH:10][C:11]([C:13]1[CH:21]=[CH:20][C:16]2[S:17][CH:18]=[CH:19][C:15]=2[C:14]=1[O:22][CH2:31][C:32]1[CH:33]=[CH:34][C:35]([C:38]([F:39])([F:40])[F:41])=[CH:36][CH:37]=1)=[O:12])[CH3:8])([CH3:2])([CH3:3])[CH3:4], predict the reactants needed to synthesize it. The reactants are: [C:1]([O:5][C:6](=[O:23])[C:7]([NH:10][C:11]([C:13]1[CH:21]=[CH:20][C:16]2[S:17][CH:18]=[CH:19][C:15]=2[C:14]=1[OH:22])=[O:12])([CH3:9])[CH3:8])([CH3:4])([CH3:3])[CH3:2].C(=O)([O-])[O-].[Cs+].[Cs+].Br[CH2:31][C:32]1[CH:37]=[CH:36][C:35]([C:38]([F:41])([F:40])[F:39])=[CH:34][CH:33]=1.[I-].[K+]. (3) Given the product [F:33][C:31]1[CH:30]=[C:29]([F:34])[CH:28]=[C:27]2[C:32]=1[C:23]([NH:15][C:14]1[CH:13]=[C:12]([N:16]3[CH2:21][CH2:20][O:19][CH2:18][CH2:17]3)[N:11]=[CH:10][C:9]=1[C:6]1[CH:7]=[N:8][C:3]([O:2][CH3:1])=[CH:4][CH:5]=1)=[C:24]([CH3:42])[C:25]([C:35]1[CH:36]=[N:37][C:38]([CH3:41])=[CH:39][CH:40]=1)=[N:26]2, predict the reactants needed to synthesize it. The reactants are: [CH3:1][O:2][C:3]1[N:8]=[CH:7][C:6]([C:9]2[CH:10]=[N:11][C:12]([N:16]3[CH2:21][CH2:20][O:19][CH2:18][CH2:17]3)=[CH:13][C:14]=2[NH2:15])=[CH:5][CH:4]=1.Cl[C:23]1[C:32]2[C:27](=[CH:28][C:29]([F:34])=[CH:30][C:31]=2[F:33])[N:26]=[C:25]([C:35]2[CH:36]=[N:37][C:38]([CH3:41])=[CH:39][CH:40]=2)[C:24]=1[CH3:42].C1(P(C2CCCCC2)C2C=CC=CC=2C2C(C(C)C)=CC(C(C)C)=CC=2C(C)C)CCCCC1.CC(C)([O-])C.[Na+].